This data is from Reaction yield outcomes from USPTO patents with 853,638 reactions. The task is: Predict the reaction yield, written as a fraction of the theoretical maximum amount of product (1.0 means a 100% yield; for example, 0.34 means a 34% yield). (1) The reactants are Br[C:2]1[N:3]=[C:4]([O:9][CH3:10])[C:5]([NH2:8])=[N:6][CH:7]=1.[C:11]1(B(O)O)[CH:16]=[CH:15][CH:14]=[CH:13][CH:12]=1.C([O-])([O-])=O.[Na+].[Na+]. The catalyst is C1(C)C=CC=CC=1.C(O)C.CCOC(C)=O.Cl[Pd](Cl)([P](C1C=CC=CC=1)(C1C=CC=CC=1)C1C=CC=CC=1)[P](C1C=CC=CC=1)(C1C=CC=CC=1)C1C=CC=CC=1. The product is [CH3:10][O:9][C:4]1[C:5]([NH2:8])=[N:6][CH:7]=[C:2]([C:11]2[CH:16]=[CH:15][CH:14]=[CH:13][CH:12]=2)[N:3]=1. The yield is 0.820. (2) The reactants are [CH2:1]([N:3]1[CH:12]=[C:11]([C:13]([OH:15])=O)[C:10]2[C:5](=[CH:6][C:7]([O:18][CH3:19])=[C:8]([O:16][CH3:17])[CH:9]=2)[C:4]1=[O:20])[CH3:2].CN(C(ON1N=NC2C=CC=NC1=2)=[N+](C)C)C.F[P-](F)(F)(F)(F)F.[CH3:45][C:46]1[CH:47]=[C:48]([CH2:53][NH2:54])[CH:49]=[CH:50][C:51]=1[CH3:52].C(N(CC)CC)C. The catalyst is CC(N(C)C)=O. The product is [CH3:45][C:46]1[CH:47]=[C:48]([CH2:53][NH:54][C:13]([C:11]2[C:10]3[C:5](=[CH:6][C:7]([O:18][CH3:19])=[C:8]([O:16][CH3:17])[CH:9]=3)[C:4](=[O:20])[N:3]([CH2:1][CH3:2])[CH:12]=2)=[O:15])[CH:49]=[CH:50][C:51]=1[CH3:52]. The yield is 0.500.